Predict which catalyst facilitates the given reaction. From a dataset of Catalyst prediction with 721,799 reactions and 888 catalyst types from USPTO. (1) Reactant: Br[C:2]1[C:7]([CH:8]([OH:12])[CH2:9][CH2:10][OH:11])=[CH:6][CH:5]=[CH:4][N:3]=1.C(O[K])(C)(C)C. Product: [O:11]1[C:2]2=[N:3][CH:4]=[CH:5][CH:6]=[C:7]2[CH:8]([OH:12])[CH2:9][CH2:10]1. The catalyst class is: 218. (2) Reactant: [OH:1][C:2]1[CH:11]=[C:10]2[C:5]([C:6]([C:17]3[CH:21]=[CH:20][S:19][CH:18]=3)=[CH:7][C:8]([C:12]([O:14]CC)=[O:13])=[CH:9]2)=[CH:4][CH:3]=1.[CH3:22][C:23]1[CH:30]=[C:29]([F:31])[CH:28]=[C:27]([CH3:32])[C:24]=1[CH2:25]Br.C(=O)([O-])[O-].[K+].[K+]. Product: [F:31][C:29]1[CH:30]=[C:23]([CH3:22])[C:24]([CH2:25][O:1][C:2]2[CH:11]=[C:10]3[C:5]([C:6]([C:17]4[CH:21]=[CH:20][S:19][CH:18]=4)=[CH:7][C:8]([C:12]([OH:14])=[O:13])=[CH:9]3)=[CH:4][CH:3]=2)=[C:27]([CH3:32])[CH:28]=1. The catalyst class is: 115. (3) Reactant: [CH3:1][NH:2][CH:3]([CH2:5]/[CH:6]=[CH:7]/[C:8]1[CH:9]=[N:10][CH:11]=[CH:12][CH:13]=1)[CH3:4].[O:14]=[C:15]([OH:27])[C@@H:16]([C@H:18]([C@H:20]([C@@H:22]([C:24]([OH:26])=[O:25])[OH:23])[OH:21])[OH:19])[OH:17].O. Product: [O:14]=[C:15]([OH:27])[C@@H:16]([C@H:18]([C@H:20]([C@@H:22]([C:24]([OH:26])=[O:25])[OH:23])[OH:21])[OH:19])[OH:17].[CH3:1][NH:2][CH:3]([CH2:5]/[CH:6]=[CH:7]/[C:8]1[CH:9]=[N:10][CH:11]=[CH:12][CH:13]=1)[CH3:4].[CH3:1][NH:2][CH:3]([CH2:5]/[CH:6]=[CH:7]/[C:8]1[CH:9]=[N:10][CH:11]=[CH:12][CH:13]=1)[CH3:4]. The catalyst class is: 8.